From a dataset of Forward reaction prediction with 1.9M reactions from USPTO patents (1976-2016). Predict the product of the given reaction. (1) The product is: [CH3:1][O:2][C:3]1[CH:4]=[C:5]([C:15]([OH:17])=[O:16])[C:6]([C:9]2[CH:14]=[CH:13][CH:12]=[CH:11][CH:10]=2)=[CH:7][CH:8]=1. Given the reactants [CH3:1][O:2][C:3]1[CH:4]=[C:5]([C:15]([O:17]C)=[O:16])[C:6]([C:9]2[CH:14]=[CH:13][CH:12]=[CH:11][CH:10]=2)=[CH:7][CH:8]=1, predict the reaction product. (2) Given the reactants Br[C:2]1[S:6][C:5]([C:7]([NH:9][CH2:10][C:11]2[CH:12]=[N:13][CH:14]=[CH:15][CH:16]=2)=[O:8])=[C:4]([CH3:17])[CH:3]=1.[Cu](C#N)[C:19]#[N:20], predict the reaction product. The product is: [C:19]([C:2]1[S:6][C:5]([C:7]([NH:9][CH2:10][C:11]2[CH:12]=[N:13][CH:14]=[CH:15][CH:16]=2)=[O:8])=[C:4]([CH3:17])[CH:3]=1)#[N:20]. (3) Given the reactants [F:1][C:2]1[CH:3]=[CH:4][C:5]([NH:18][CH2:19][CH2:20][O:21][C:22]([F:25])([F:24])[F:23])=[C:6]([CH:17]=1)[C:7]([O:9]CCOC(F)(F)F)=[O:8].[OH-].[Na+], predict the reaction product. The product is: [F:1][C:2]1[CH:3]=[CH:4][C:5]([NH:18][CH2:19][CH2:20][O:21][C:22]([F:23])([F:24])[F:25])=[C:6]([CH:17]=1)[C:7]([OH:9])=[O:8]. (4) Given the reactants [NH2:1][C:2]1[CH:3]=[C:4]([C:8](=[O:10])[CH3:9])[CH:5]=[CH:6][CH:7]=1.C1(C)C=CC(S([O-])(=O)=O)=CC=1.[CH2:22]([N:29]1[C:33](=[O:34])[C:32](=[C:35]2[N:39]([CH3:40])[C:38]3[CH:41]=[C:42]([O:45][CH2:46][CH2:47][O:48][CH3:49])[CH:43]=[CH:44][C:37]=3[S:36]2)[S:31][CH2+:30]1SC)[C:23]1[CH:28]=[CH:27][CH:26]=[CH:25][CH:24]=1, predict the reaction product. The product is: [C:8]([C:4]1[CH:3]=[C:2]([N:1]=[C:30]2[N:29]([CH2:22][C:23]3[CH:28]=[CH:27][CH:26]=[CH:25][CH:24]=3)[C:33](=[O:34])[C:32](=[C:35]3[N:39]([CH3:40])[C:38]4[CH:41]=[C:42]([O:45][CH2:46][CH2:47][O:48][CH3:49])[CH:43]=[CH:44][C:37]=4[S:36]3)[S:31]2)[CH:7]=[CH:6][CH:5]=1)(=[O:10])[CH3:9].